This data is from Forward reaction prediction with 1.9M reactions from USPTO patents (1976-2016). The task is: Predict the product of the given reaction. (1) The product is: [ClH:1].[Cl:1][C:2]1[CH:15]=[CH:14][C:13]2[S:12][C:11]3[C:6](=[CH:7][CH:8]=[CH:9][CH:10]=3)[N:5]([CH2:16][CH2:17][CH2:18][CH2:19][NH2:20])[C:4]=2[CH:3]=1. Given the reactants [Cl:1][C:2]1[CH:15]=[CH:14][C:13]2[S:12][C:11]3[C:6](=[CH:7][CH:8]=[CH:9][CH:10]=3)[N:5]([CH2:16][CH2:17][CH2:18][CH2:19][N:20]3C(=O)C4C(=CC=CC=4)C3=O)[C:4]=2[CH:3]=1.O.NN, predict the reaction product. (2) Given the reactants [N:1]1[CH:9]=[C:8]2[C:4]([N:5]=[CH:6][NH:7]2)=[N:3][CH:2]=1.F[C:11]1[CH:16]=[CH:15][C:14]([N+:17]([O-])=O)=[CH:13][CH:12]=1.[Cl:20][C:21]1[CH:26]=[CH:25][C:24]([N:27]=[C:28]=[O:29])=[CH:23][C:22]=1[C:30]([F:33])([F:32])[F:31], predict the reaction product. The product is: [Cl:20][C:21]1[CH:26]=[CH:25][C:24]([NH:27][C:28]([NH:17][C:14]2[CH:15]=[CH:16][C:11]([N:5]3[CH:6]=[N:7][C:8]4[C:4]3=[N:3][CH:2]=[N:1][CH:9]=4)=[CH:12][CH:13]=2)=[O:29])=[CH:23][C:22]=1[C:30]([F:31])([F:32])[F:33]. (3) Given the reactants Cl[C:2]1[N:7]=[C:6]([C:8]2[C:9]([C:13]3[CH:18]=[CH:17][C:16]([F:19])=[CH:15][CH:14]=3)=[N:10][NH:11][CH:12]=2)[CH:5]=[CH:4][N:3]=1.[CH:20]1([NH2:23])[CH2:22][CH2:21]1, predict the reaction product. The product is: [CH:20]1([NH:23][C:2]2[N:7]=[C:6]([C:8]3[C:9]([C:13]4[CH:18]=[CH:17][C:16]([F:19])=[CH:15][CH:14]=4)=[N:10][NH:11][CH:12]=3)[CH:5]=[CH:4][N:3]=2)[CH2:22][CH2:21]1.